Dataset: Peptide-MHC class I binding affinity with 185,985 pairs from IEDB/IMGT. Task: Regression. Given a peptide amino acid sequence and an MHC pseudo amino acid sequence, predict their binding affinity value. This is MHC class I binding data. (1) The peptide sequence is CSNSHVNTL. The MHC is H-2-Db with pseudo-sequence H-2-Db. The binding affinity (normalized) is 0.139. (2) The peptide sequence is GRNSRFPDK. The MHC is HLA-A69:01 with pseudo-sequence HLA-A69:01. The binding affinity (normalized) is 0.0847. (3) The peptide sequence is YCNYSRYWY. The MHC is HLA-A30:02 with pseudo-sequence HLA-A30:02. The binding affinity (normalized) is 0.380. (4) The peptide sequence is RNPYENLLYK. The MHC is HLA-A68:01 with pseudo-sequence HLA-A68:01. The binding affinity (normalized) is 0.127. (5) The peptide sequence is HLYSHPIIL. The binding affinity (normalized) is 0. The MHC is HLA-A68:01 with pseudo-sequence HLA-A68:01. (6) The peptide sequence is RLDARLQVL. The MHC is HLA-B15:17 with pseudo-sequence HLA-B15:17. The binding affinity (normalized) is 0.0847. (7) The binding affinity (normalized) is 0.213. The MHC is HLA-B40:01 with pseudo-sequence HLA-B40:01. The peptide sequence is YTGAMTSKF.